From a dataset of Peptide-MHC class I binding affinity with 185,985 pairs from IEDB/IMGT. Regression. Given a peptide amino acid sequence and an MHC pseudo amino acid sequence, predict their binding affinity value. This is MHC class I binding data. (1) The peptide sequence is HADQLTPAW. The MHC is HLA-A11:01 with pseudo-sequence HLA-A11:01. The binding affinity (normalized) is 0.00987. (2) The peptide sequence is AVLAFVAL. The MHC is H-2-Kb with pseudo-sequence H-2-Kb. The binding affinity (normalized) is 1.00. (3) The peptide sequence is PYLFWLAAI. The MHC is HLA-A26:01 with pseudo-sequence HLA-A26:01. The binding affinity (normalized) is 0. (4) The peptide sequence is DEVVYTHGA. The MHC is HLA-A02:01 with pseudo-sequence HLA-A02:01. The binding affinity (normalized) is 0.0847. (5) The peptide sequence is EMIKKSEIYVA. The MHC is Mamu-B01 with pseudo-sequence Mamu-B01. The binding affinity (normalized) is 0.